From a dataset of Forward reaction prediction with 1.9M reactions from USPTO patents (1976-2016). Predict the product of the given reaction. (1) Given the reactants [CH3:1][O:2][C:3]([C:5]1[CH:14]=[C:13]([O:15][CH2:16][C:17]([OH:19])=O)[C:12]2[C:7](=[CH:8][C:9]([CH3:20])=[CH:10][CH:11]=2)[N:6]=1)=[O:4].FC1C(O)=C(F)C(F)=C(F)C=1F.Cl.[F:34][C:35]1([F:40])[CH2:39][CH2:38][NH:37][CH2:36]1.C(N1CCOCC1)C, predict the reaction product. The product is: [CH3:1][O:2][C:3]([C:5]1[CH:14]=[C:13]([O:15][CH2:16][C:17]([N:37]2[CH2:38][CH2:39][C:35]([F:40])([F:34])[CH2:36]2)=[O:19])[C:12]2[C:7](=[CH:8][C:9]([CH3:20])=[CH:10][CH:11]=2)[N:6]=1)=[O:4]. (2) Given the reactants [CH2:1]([C@@H:3]1[CH2:7][C:6](=[O:8])[CH2:5][C@@H:4]1[C:9]([O:11][CH2:12][CH3:13])=[O:10])[CH3:2].[BH4-].[Na+].[NH4+].[Cl-], predict the reaction product. The product is: [CH2:1]([CH:3]1[CH2:7][CH:6]([OH:8])[CH2:5][CH:4]1[C:9]([O:11][CH2:12][CH3:13])=[O:10])[CH3:2]. (3) Given the reactants [CH3:1][C:2]1[CH:16]=[CH:15][C:5]2[N:6]=[C:7]([S:9][CH2:10][C:11]([O:13]C)=[O:12])[O:8][C:4]=2[CH:3]=1.[OH-].[Na+], predict the reaction product. The product is: [CH3:1][C:2]1[CH:16]=[CH:15][C:5]2[N:6]=[C:7]([S:9][CH2:10][C:11]([OH:13])=[O:12])[O:8][C:4]=2[CH:3]=1. (4) Given the reactants [CH:1]1([C:11]([O:13]C)=[O:12])[CH2:6][CH2:5][CH2:4][CH2:3][CH:2]1[C:7]([O:9][CH3:10])=[O:8].P([O-])([O-])([O-])=O.[K+].[K+].[K+].[OH-].[Na+], predict the reaction product. The product is: [CH3:10][O:9][C:7]([C@@H:2]1[CH2:3][CH2:4][CH2:5][CH2:6][C@@H:1]1[C:11]([OH:13])=[O:12])=[O:8]. (5) Given the reactants Br[C:2]1[CH:3]=[C:4]2[C:9](=[CH:10][CH:11]=1)[C:8](=[O:12])[NH:7][N:6]=[C:5]2[Cl:13].[F:14][C:15]([F:26])([F:25])[O:16][C:17]1[CH:24]=[CH:23][CH:22]=[CH:21][C:18]=1[CH2:19][NH2:20].C1C=CC(P(C2C(C3C(P(C4C=CC=CC=4)C4C=CC=CC=4)=CC=C4C=3C=CC=C4)=C3C(C=CC=C3)=CC=2)C2C=CC=CC=2)=CC=1.CC([O-])(C)C.[Na+], predict the reaction product. The product is: [Cl:13][C:5]1[C:4]2[C:9](=[CH:10][CH:11]=[C:2]([NH:20][CH2:19][C:18]3[CH:21]=[CH:22][CH:23]=[CH:24][C:17]=3[O:16][C:15]([F:14])([F:25])[F:26])[CH:3]=2)[C:8](=[O:12])[NH:7][N:6]=1. (6) The product is: [SH:8][C:9]1([CH2:19][CH2:20][O:21][C:4]([CH2:3][CH2:2][C:1]([OH:6])=[O:7])=[O:5])[CH:16]2[CH2:17][CH:12]3[CH2:13][CH:14]([CH2:18][CH:10]1[CH2:11]3)[CH2:15]2. Given the reactants [C:1]1(=[O:7])[O:6][C:4](=[O:5])[CH2:3][CH2:2]1.[SH:8][C:9]1([CH2:19][CH2:20][OH:21])[CH:16]2[CH2:17][CH:12]3[CH2:13][CH:14]([CH2:18][CH:10]1[CH2:11]3)[CH2:15]2, predict the reaction product. (7) Given the reactants [C:1]([C:3]1[N:8]=[C:7]([CH2:9][C:10](O)=[S:11])[CH:6]=[CH:5][CH:4]=1)#[N:2].ClC(OCC(C)C)=O.C([N:23](CC)CC)C.[NH4+], predict the reaction product. The product is: [C:1]([C:3]1[N:8]=[C:7]([CH2:9][C:10]([NH2:23])=[S:11])[CH:6]=[CH:5][CH:4]=1)#[N:2].